This data is from Full USPTO retrosynthesis dataset with 1.9M reactions from patents (1976-2016). The task is: Predict the reactants needed to synthesize the given product. (1) Given the product [F:1][C:2]1[CH:7]=[C:6]([I:8])[CH:5]=[CH:4][C:3]=1[NH:9][C:10]1[C:14]2[CH:15]=[N:16][CH:17]=[CH:18][C:13]=2[NH:12][C:11]=1[C:19]([N:21]1[CH2:22][C@H:23]([OH:26])[CH2:24][C@H:25]1[CH2:29][OH:28])=[O:20], predict the reactants needed to synthesize it. The reactants are: [F:1][C:2]1[CH:7]=[C:6]([I:8])[CH:5]=[CH:4][C:3]=1[NH:9][C:10]1[C:14]2[CH:15]=[N:16][CH:17]=[CH:18][C:13]=2[NH:12][C:11]=1[C:19]([N:21]1[CH2:25][CH2:24][C@@H:23]([OH:26])[CH2:22]1)=[O:20].Cl.[OH:28][CH2:29][C@H]1NC[C@H](O)C1. (2) Given the product [C:58]([N:66]1[CH2:71][CH2:70][N:69]([C:22]([C:21]2[CH:20]=[CH:19][C:18]([C:15]3[CH:16]=[CH:17][C:12]4[N:13]([C:9]([C:6]5[CH:7]=[CH:8][C:3]([C:1]#[N:2])=[CH:4][CH:5]=5)=[CH:10][N:11]=4)[CH:14]=3)=[CH:26][CH:25]=2)=[O:23])[CH2:68][CH2:67]1)(=[O:65])[C:59]1[CH:64]=[CH:63][CH:62]=[CH:61][CH:60]=1, predict the reactants needed to synthesize it. The reactants are: [C:1]([C:3]1[CH:8]=[CH:7][C:6]([C:9]2[N:13]3[CH:14]=[C:15]([C:18]4[CH:26]=[CH:25][C:21]([C:22](O)=[O:23])=[CH:20][CH:19]=4)[CH:16]=[CH:17][C:12]3=[N:11][CH:10]=2)=[CH:5][CH:4]=1)#[N:2].CN(C(ON1N=NC2C=CC=NC1=2)=[N+](C)C)C.F[P-](F)(F)(F)(F)F.CN1CCOCC1.[C:58]([N:66]1[CH2:71][CH2:70][NH:69][CH2:68][CH2:67]1)(=[O:65])[C:59]1[CH:64]=[CH:63][CH:62]=[CH:61][CH:60]=1. (3) Given the product [Br:1][C:2]1[CH:3]=[CH:4][C:5]([OH:11])=[C:6]([CH:10]=1)[C:7]([NH:16][C:15]1[CH:17]=[C:18]([CH3:20])[CH:19]=[C:13]([CH3:12])[CH:14]=1)=[O:9], predict the reactants needed to synthesize it. The reactants are: [Br:1][C:2]1[CH:10]=[C:6]([C:7]([OH:9])=O)[C:5]([OH:11])=[CH:4][CH:3]=1.[CH3:12][C:13]1[CH:14]=[C:15]([CH:17]=[C:18]([CH3:20])[CH:19]=1)[NH2:16]. (4) Given the product [CH3:34][N:35]1[CH:39]=[CH:38][N:37]=[C:36]1[CH:40]([NH:42][C:21]([C:20]1[C:14]2[C:15](=[N:16][CH:17]=[C:12]([C:6]3[C:5]4[C:9](=[CH:10][C:2]([Cl:1])=[CH:3][CH:4]=4)[N:8]([CH3:11])[N:7]=3)[N:13]=2)[N:18]([CH2:24][O:25][CH2:26][CH2:27][Si:28]([CH3:31])([CH3:30])[CH3:29])[CH:19]=1)=[O:23])[CH3:41], predict the reactants needed to synthesize it. The reactants are: [Cl:1][C:2]1[CH:10]=[C:9]2[C:5]([C:6]([C:12]3[N:13]=[C:14]4[C:20]([C:21]([OH:23])=O)=[CH:19][N:18]([CH2:24][O:25][CH2:26][CH2:27][Si:28]([CH3:31])([CH3:30])[CH3:29])[C:15]4=[N:16][CH:17]=3)=[N:7][N:8]2[CH3:11])=[CH:4][CH:3]=1.Cl.Cl.[CH3:34][N:35]1[CH:39]=[CH:38][N:37]=[C:36]1[CH:40]([NH2:42])[CH3:41].CN(C(ON1N=NC2C=CC=CC1=2)=[N+](C)C)C.F[P-](F)(F)(F)(F)F.C1C=CC2N(O)N=NC=2C=1.CCN(C(C)C)C(C)C. (5) Given the product [Br:32][C:13]1[C:8]([C:4]2[S:5][C:6]([Cl:7])=[C:2]([Cl:1])[CH:3]=2)=[N:9][C:10]([NH:14][CH2:15][CH2:16][N:17]2[C:21]([CH3:22])([CH3:23])[C:20](=[O:24])[NH:19][C:18]2=[O:25])=[N:11][CH:12]=1, predict the reactants needed to synthesize it. The reactants are: [Cl:1][C:2]1[CH:3]=[C:4]([C:8]2[CH:13]=[CH:12][N:11]=[C:10]([NH:14][CH2:15][CH2:16][N:17]3[C:21]([CH3:23])([CH3:22])[C:20](=[O:24])[NH:19][C:18]3=[O:25])[N:9]=2)[S:5][C:6]=1[Cl:7].CO.C(O)(=O)C.[Br:32]Br. (6) Given the product [NH2:32][C:4]1[S:3][C:2]([C:43]2[CH:44]=[CH:45][CH:46]=[C:41]([F:40])[C:42]=2[C:50]([F:51])([F:53])[F:52])=[N:6][C:5]=1[C:7]([NH:8][C:9]1[CH:10]=[N:11][N:12]([CH3:30])[C:13]=1[C@@H:14]1[CH2:20][CH2:19][C@@H:18]([NH2:21])[C@@H:17]([F:29])[CH2:16][O:15]1)=[O:31], predict the reactants needed to synthesize it. The reactants are: Br[C:2]1[S:3][C:4]([NH:32]C(=O)OC(C)(C)C)=[C:5]([C:7](=[O:31])[NH:8][C:9]2[CH:10]=[N:11][N:12]([CH3:30])[C:13]=2[C@@H:14]2[CH2:20][CH2:19][C@@H:18]([NH:21]C(OC(C)(C)C)=O)[C@@H:17]([F:29])[CH2:16][O:15]2)[N:6]=1.[F:40][C:41]1[C:42]([C:50]([F:53])([F:52])[F:51])=[C:43](B(O)O)[CH:44]=[CH:45][CH:46]=1. (7) Given the product [CH2:1]([O:8][C:9]([NH:11][CH:12]([P:23]([O:26][CH3:27])([O:24][CH3:25])=[O:28])[C:13]([O:15][CH3:16])=[O:14])=[O:10])[C:2]1[CH:3]=[CH:4][CH:5]=[CH:6][CH:7]=1, predict the reactants needed to synthesize it. The reactants are: [CH2:1]([O:8][C:9]([NH:11][CH:12](OC)[C:13]([O:15][CH3:16])=[O:14])=[O:10])[C:2]1[CH:7]=[CH:6][CH:5]=[CH:4][CH:3]=1.P(Cl)(Cl)Cl.[P:23]([O:28]C)([O:26][CH3:27])[O:24][CH3:25].